Task: Regression. Given a peptide amino acid sequence and an MHC pseudo amino acid sequence, predict their binding affinity value. This is MHC class II binding data.. Dataset: Peptide-MHC class II binding affinity with 134,281 pairs from IEDB (1) The peptide sequence is KKAAAAAAAAAAAK. The MHC is H-2-IAs with pseudo-sequence H-2-IAs. The binding affinity (normalized) is 0. (2) The peptide sequence is KFTYLINYIQDEINT. The MHC is DRB4_0101 with pseudo-sequence DRB4_0103. The binding affinity (normalized) is 0.647. (3) The peptide sequence is WSIHGKGEWMTTEDM. The MHC is DRB3_0101 with pseudo-sequence DRB3_0101. The binding affinity (normalized) is 0. (4) The peptide sequence is KLTVVVGDIIGVLEQ. The MHC is DRB1_0301 with pseudo-sequence DRB1_0301. The binding affinity (normalized) is 0.544.